The task is: Predict the reaction yield, written as a fraction of the theoretical maximum amount of product (1.0 means a 100% yield; for example, 0.34 means a 34% yield).. This data is from Reaction yield outcomes from USPTO patents with 853,638 reactions. (1) The reactants are [Br:1][C:2]1[C:11]([CH2:12]O)=[C:10]2[C:5]([NH:6][C:7]([CH3:17])([CH3:16])[C:8](=[O:15])[N:9]2[CH3:14])=[CH:4][CH:3]=1.C(N(CC)CC)C.CS([Cl:29])(=O)=O.C(OCC)(=O)C. The catalyst is ClCCl.O. The product is [Br:1][C:2]1[C:11]([CH2:12][Cl:29])=[C:10]2[C:5]([NH:6][C:7]([CH3:17])([CH3:16])[C:8](=[O:15])[N:9]2[CH3:14])=[CH:4][CH:3]=1. The yield is 0.720. (2) The reactants are [CH2:1]([O:8][C:9]([NH:11][CH:12]([C:18]([O:20][CH2:21][CH3:22])=[O:19])[C:13]([O:15][CH2:16][CH3:17])=[O:14])=[O:10])[C:2]1[CH:7]=[CH:6][CH:5]=[CH:4][CH:3]=1.[H-].[Na+].Br[CH2:26][C:27]([O:29][CH2:30][C:31]1[CH:36]=[CH:35][CH:34]=[CH:33][CH:32]=1)=[O:28].Cl. The catalyst is CN(C=O)C. The product is [CH2:1]([O:8][C:9]([NH:11][C:12]([CH2:26][C:27]([O:29][CH2:30][C:31]1[CH:36]=[CH:35][CH:34]=[CH:33][CH:32]=1)=[O:28])([C:13]([O:15][CH2:16][CH3:17])=[O:14])[C:18]([O:20][CH2:21][CH3:22])=[O:19])=[O:10])[C:2]1[CH:3]=[CH:4][CH:5]=[CH:6][CH:7]=1. The yield is 0.990. (3) The reactants are [CH3:1][C:2]1[C:6]2[C:7](=[O:19])[N:8]([CH2:11][CH2:12][N:13]3[CH2:18][CH2:17][O:16][CH2:15][CH2:14]3)[CH2:9][CH2:10][C:5]=2[NH:4][C:3]=1[CH:20]=O.[Br:22][C:23]1[CH:24]=[C:25]2[C:29](=[CH:30][C:31]=1N)[NH:28][C:27](=[O:33])[CH2:26]2. No catalyst specified. The product is [Br:22][C:23]1[CH:24]=[C:25]2[C:29](=[CH:30][CH:31]=1)[NH:28][C:27](=[O:33])[C:26]2=[CH:20][C:3]1[NH:4][C:5]2[CH2:10][CH2:9][N:8]([CH2:11][CH2:12][N:13]3[CH2:14][CH2:15][O:16][CH2:17][CH2:18]3)[C:7](=[O:19])[C:6]=2[C:2]=1[CH3:1]. The yield is 0.398. (4) The reactants are [CH2:1]([CH:4]1[CH2:9][CH2:8][CH:7]([CH:10]2[CH2:15][CH2:14][CH:13]([C:16]3[CH:21]=[CH:20][C:19](/[CH:22]=[CH:23]/[C:24]([OH:26])=[O:25])=[CH:18][CH:17]=3)[CH2:12][CH2:11]2)[CH2:6][CH2:5]1)[CH2:2][CH3:3].Cl.CN(C)CCCN=C=NCC.C(Cl)Cl.[CH:42]12[CH2:48][CH:45]([CH:46]=[CH:47]1)[CH2:44][CH:43]2[CH2:49]O. The catalyst is O. The product is [CH2:1]([CH:4]1[CH2:5][CH2:6][CH:7]([CH:10]2[CH2:15][CH2:14][CH:13]([C:16]3[CH:17]=[CH:18][C:19](/[CH:22]=[CH:23]/[C:24]([O:26][CH2:49][CH:43]4[CH2:44][CH:45]5[CH2:48][CH:42]4[CH:47]=[CH:46]5)=[O:25])=[CH:20][CH:21]=3)[CH2:12][CH2:11]2)[CH2:8][CH2:9]1)[CH2:2][CH3:3]. The yield is 0.560.